Dataset: Catalyst prediction with 721,799 reactions and 888 catalyst types from USPTO. Task: Predict which catalyst facilitates the given reaction. Reactant: [Cl:1][CH2:2][C:3]([C:5]1[CH:10]=[CH:9][C:8]([O:11][C:12]2[CH:17]=[CH:16][C:15]([Cl:18])=[CH:14][CH:13]=2)=[CH:7][CH:6]=1)=[O:4].[C:19]([Mg]Cl)#[C:20][CH3:21]. Product: [Cl:1][CH2:2][C:3]([C:5]1[CH:6]=[CH:7][C:8]([O:11][C:12]2[CH:17]=[CH:16][C:15]([Cl:18])=[CH:14][CH:13]=2)=[CH:9][CH:10]=1)([OH:4])[C:19]#[C:20][CH3:21]. The catalyst class is: 1.